This data is from Forward reaction prediction with 1.9M reactions from USPTO patents (1976-2016). The task is: Predict the product of the given reaction. (1) The product is: [C:1]([CH:3]1[CH2:4][CH2:5][N:6]([C:9]([C@H:11]([NH:16][C:17]([C:19]2[C:27]3[C:22](=[N:23][CH:24]=[C:25]([C:28]4[N:29]=[CH:30][N:31]([CH3:33])[CH:32]=4)[N:26]=3)[NH:21][CH:20]=2)=[O:18])[C:12]([CH3:15])([CH3:14])[CH3:13])=[O:10])[CH2:7][CH2:8]1)#[N:2]. Given the reactants [C:1]([CH:3]1[CH2:8][CH2:7][N:6]([C:9]([C@H:11]([NH:16][C:17]([C:19]2[C:27]3[C:22](=[N:23][CH:24]=[C:25]([C:28]4[N:29]=[CH:30][N:31]([CH3:33])[CH:32]=4)[N:26]=3)[N:21](COCC[Si](C)(C)C)[CH:20]=2)=[O:18])[C:12]([CH3:15])([CH3:14])[CH3:13])=[O:10])[CH2:5][CH2:4]1)#[N:2].C1(C2N=C3C(C(N[C@H](C(C)(C)C)C(=O)N4CCCC4)=O)=CN(COCC[Si](C)(C)C)C3=NC=2)CC1, predict the reaction product. (2) Given the reactants [O:1]=[C:2]1[C:11]2[C:6](=[CH:7][CH:8]=[CH:9][CH:10]=2)[N:5]=[C:4]([C:12]([NH:14][CH2:15][C:16]2[CH:17]=[C:18]([O:22][CH2:23][CH2:24][CH2:25][C:26](O)=[O:27])[CH:19]=[CH:20][CH:21]=2)=[O:13])[NH:3]1.[NH:29]1[CH:33]=[N:32][C:31]([NH2:34])=[N:30]1.Cl.CN(C)CCCN=C=NCC.ON1C2C=CC=CC=2N=N1, predict the reaction product. The product is: [O:1]=[C:2]1[C:11]2[C:6](=[CH:7][CH:8]=[CH:9][CH:10]=2)[N:5]=[C:4]([C:12]([NH:14][CH2:15][C:16]2[CH:21]=[CH:20][CH:19]=[C:18]([O:22][CH2:23][CH2:24][CH2:25][C:26](=[O:27])[NH:34][C:31]3[N:32]=[CH:33][NH:29][N:30]=3)[CH:17]=2)=[O:13])[NH:3]1. (3) Given the reactants [Cl:1][C:2]1[CH:7]=[CH:6][C:5]([NH:8]C(N)=O)=[CH:4][C:3]=1[CH2:12][O:13][C:14]1[CH:15]=[N:16][CH:17]=[CH:18][CH:19]=1.[Cl-].[NH4+], predict the reaction product. The product is: [Cl:1][C:2]1[CH:7]=[CH:6][C:5]([NH2:8])=[CH:4][C:3]=1[CH2:12][O:13][C:14]1[CH:15]=[N:16][CH:17]=[CH:18][CH:19]=1. (4) Given the reactants [S:1]1[CH:5]=[CH:4][CH:3]=[C:2]1[CH:6]=O.[CH3:8][O:9][CH2:10][CH2:11][NH2:12].[C:13]1(=[O:24])[O:19][C:17](=O)[C:16]2=[CH:20][CH:21]=[CH:22][CH:23]=[C:15]2[CH2:14]1.[CH3:25][N:26]1[C:34]2[C:29](=[CH:30][C:31]([NH2:35])=[CH:32][CH:33]=2)[CH2:28][CH2:27]1, predict the reaction product. The product is: [CH3:8][O:9][CH2:10][CH2:11][N:12]1[CH:6]([C:2]2[S:1][CH:5]=[CH:4][CH:3]=2)[CH:14]([C:13]([NH:35][C:31]2[CH:30]=[C:29]3[C:34](=[CH:33][CH:32]=2)[N:26]([CH3:25])[CH2:27][CH2:28]3)=[O:24])[C:15]2[C:16](=[CH:20][CH:21]=[CH:22][CH:23]=2)[C:17]1=[O:19]. (5) The product is: [P:68]([O:78][C:79]1[CH:87]=[CH:86][CH:85]=[C:81]([C:82](=[O:83])[NH:15][CH2:16][CH2:17][N:18]2[CH2:23][CH2:22][N:21]([C:24]3[C:25]4[S:32][C:31]([C:33](=[O:34])[NH2:35])=[CH:30][C:26]=4[N:27]=[CH:28][N:29]=3)[CH2:20][CH2:19]2)[CH:80]=1)([O:70][CH2:71][C:72]1[CH:77]=[CH:76][CH:75]=[CH:74][CH:73]=1)([O:67][CH2:60][C:61]1[CH:66]=[CH:65][CH:64]=[CH:63][CH:62]=1)=[O:69]. Given the reactants FC(F)(F)C(O)=O.FC(F)(F)C(O)=O.[NH2:15][CH2:16][CH2:17][N:18]1[CH2:23][CH2:22][N:21]([C:24]2[C:25]3[S:32][C:31]([C:33]([NH2:35])=[O:34])=[CH:30][C:26]=3[N:27]=[CH:28][N:29]=2)[CH2:20][CH2:19]1.CN(C(ON1N=NC2C=CC=NC1=2)=[N+](C)C)C.F[P-](F)(F)(F)(F)F.[CH2:60]([O:67][P:68]([O:78][C:79]1[CH:80]=[C:81]([CH:85]=[CH:86][CH:87]=1)[C:82](O)=[O:83])([O:70][CH2:71][C:72]1[CH:77]=[CH:76][CH:75]=[CH:74][CH:73]=1)=[O:69])[C:61]1[CH:66]=[CH:65][CH:64]=[CH:63][CH:62]=1, predict the reaction product. (6) Given the reactants [OH:1][CH2:2][C:3]1[CH:4]=[CH:5][C:6]2[CH:7]3[CH2:16][CH2:15][CH2:14][CH:8]3[C:9](=[O:13])[NH:10][C:11]=2[CH:12]=1.C[N+]1([O-])CCOCC1, predict the reaction product. The product is: [CH2:16]1[CH:7]2[CH:8]([C:9](=[O:13])[NH:10][C:11]3[CH:12]=[C:3]([CH:2]=[O:1])[CH:4]=[CH:5][C:6]=32)[CH2:14][CH2:15]1. (7) Given the reactants [C:1]([O:5][C:6](=[O:35])[N:7]([C:16]1[S:17][C@:18]2([C:33]#[CH:34])[C@H:20]([C@:21]([C:25]3[CH:30]=[C:29]([Br:31])[CH:28]=[CH:27][C:26]=3[F:32])([CH2:23][F:24])[N:22]=1)[CH2:19]2)[CH2:8][O:9][CH2:10][CH2:11][Si:12]([CH3:15])([CH3:14])[CH3:13])([CH3:4])([CH3:3])[CH3:2].[N-:36]=[N+:37]=[N-:38].[Na+].O=C1O[C@H]([C@H](CO)O)C([O-])=C1O.[Na+].N#N.CN[C@@H]1CCCC[C@H]1NC, predict the reaction product. The product is: [C:1]([O:5][C:6](=[O:35])[N:7]([C:16]1[S:17][C@:18]2([C:33]3[N:36]=[N:37][NH:38][CH:34]=3)[C@H:20]([C@:21]([C:25]3[CH:30]=[C:29]([Br:31])[CH:28]=[CH:27][C:26]=3[F:32])([CH2:23][F:24])[N:22]=1)[CH2:19]2)[CH2:8][O:9][CH2:10][CH2:11][Si:12]([CH3:14])([CH3:13])[CH3:15])([CH3:4])([CH3:3])[CH3:2].